This data is from Reaction yield outcomes from USPTO patents with 853,638 reactions. The task is: Predict the reaction yield, written as a fraction of the theoretical maximum amount of product (1.0 means a 100% yield; for example, 0.34 means a 34% yield). (1) The reactants are [CH3:1][O:2][C:3](=[O:14])[CH2:4][NH:5][CH2:6][CH2:7][N:8]1[CH2:13][CH2:12][O:11][CH2:10][CH2:9]1.C(N(CC)CC)C.Br.[Br:23][C:24]1[CH:25]=[C:26]([CH2:31]Br)[C:27]([NH2:30])=[N:28][CH:29]=1. The catalyst is CN(C=O)C.O. The product is [CH3:1][O:2][C:3](=[O:14])[CH2:4][N:5]([CH2:31][C:26]1[C:27]([NH2:30])=[N:28][CH:29]=[C:24]([Br:23])[CH:25]=1)[CH2:6][CH2:7][N:8]1[CH2:13][CH2:12][O:11][CH2:10][CH2:9]1. The yield is 0.600. (2) The yield is 0.840. The catalyst is CC(=O)CC. The reactants are [Br:1][C:2]1[CH:7]=[C:6]([Cl:8])[CH:5]=[CH:4][C:3]=1[OH:9].Br[CH2:11][CH:12]([F:14])[F:13].C(=O)([O-])[O-].[K+].[K+]. The product is [Br:1][C:2]1[CH:7]=[C:6]([Cl:8])[CH:5]=[CH:4][C:3]=1[O:9][CH2:11][CH:12]([F:14])[F:13]. (3) The reactants are [C:1]([Mg]Br)#[CH:2].CON(C)[C:8](=[O:18])[CH2:9][O:10][C:11]1[CH:16]=[CH:15][C:14]([F:17])=[CH:13][CH:12]=1.CCOCC. The catalyst is C1COCC1. The product is [F:17][C:14]1[CH:13]=[CH:12][C:11]([O:10][CH2:9][C:8](=[O:18])[C:1]#[CH:2])=[CH:16][CH:15]=1. The yield is 0.910. (4) The reactants are [CH2:1]([O:3][C@H:4]([C:17]([O:19][CH2:20][CH3:21])=[O:18])[CH2:5][C:6]1[CH:16]=[CH:15][C:9]([O:10][CH2:11][C:12]([OH:14])=O)=[CH:8][CH:7]=1)[CH3:2].[CH2:22]([NH:29][CH2:30][CH3:31])[C:23]1[CH:28]=[CH:27][CH:26]=[CH:25][CH:24]=1.C(N(CC)C(C)C)(C)C.F[B-](F)(F)F.N1(OC(N(C)C)=[N+](C)C)C2C=CC=CC=2N=N1. The catalyst is C(Cl)Cl. The product is [CH2:22]([N:29]([CH2:30][CH3:31])[C:12](=[O:14])[CH2:11][O:10][C:9]1[CH:8]=[CH:7][C:6]([CH2:5][C@H:4]([O:3][CH2:1][CH3:2])[C:17]([O:19][CH2:20][CH3:21])=[O:18])=[CH:16][CH:15]=1)[C:23]1[CH:28]=[CH:27][CH:26]=[CH:25][CH:24]=1. The yield is 0.310.